Dataset: Forward reaction prediction with 1.9M reactions from USPTO patents (1976-2016). Task: Predict the product of the given reaction. (1) Given the reactants [F:1][C:2]1[C:10]2[C:5](=[CH:6][CH:7]=[C:8]([C:15]#[N:16])[C:9]=2[C:11]([F:14])([F:13])[F:12])[NH:4][C:3]=1[CH3:17].Cl[CH2:19][C:20]1[N:24]=[C:23]([C:25]2[CH:30]=[C:29]([F:31])[CH:28]=[C:27]([F:32])[CH:26]=2)[O:22][N:21]=1, predict the reaction product. The product is: [F:31][C:29]1[CH:30]=[C:25]([C:23]2[O:22][N:21]=[C:20]([CH2:19][N:4]3[C:5]4[C:10](=[C:9]([C:11]([F:13])([F:12])[F:14])[C:8]([C:15]#[N:16])=[CH:7][CH:6]=4)[C:2]([F:1])=[C:3]3[CH3:17])[N:24]=2)[CH:26]=[C:27]([F:32])[CH:28]=1. (2) Given the reactants [CH3:1][C:2]1([CH3:12])[O:6][C:5](=[CH:7][C:8]([OH:10])=O)[C:4](=[O:11])[O:3]1.C(Cl)(=O)C(Cl)=O.Cl.[Cl:20][C:21]1[CH:22]=[C:23]([CH:27]=[CH:28][C:29]=1[Cl:30])[CH2:24][NH:25][CH3:26].[Cl-].[Na+], predict the reaction product. The product is: [Cl:20][C:21]1[CH:22]=[C:23]([CH:27]=[CH:28][C:29]=1[Cl:30])[CH2:24][N:25]([CH3:26])[C:8](=[O:10])[CH:7]=[C:5]1[C:4](=[O:11])[O:3][C:2]([CH3:1])([CH3:12])[O:6]1. (3) Given the reactants C(O)C.[F:4][C:5]([F:18])([F:17])[C:6]1[O:7][C:8]2[CH:14]=[CH:13][C:12]([CH:15]=[O:16])=[CH:11][C:9]=2[CH:10]=1.[BH4-].[Na+], predict the reaction product. The product is: [F:18][C:5]([F:4])([F:17])[C:6]1[O:7][C:8]2[CH:14]=[CH:13][C:12]([CH2:15][OH:16])=[CH:11][C:9]=2[CH:10]=1. (4) Given the reactants [Si:1]([O:8][C@@H:9]1[C@H:13]([CH3:14])[NH:12][C:11](=[O:15])[C:10]1([CH3:17])[CH3:16])([C:4]([CH3:7])([CH3:6])[CH3:5])([CH3:3])[CH3:2].I[C:19]1[CH:26]=[CH:25][C:22]([C:23]#[N:24])=[C:21]([C:27]([F:30])([F:29])[F:28])[CH:20]=1.C(=O)([O-])[O-].[Cs+].[Cs+].C1(P(C2C=CC=CC=2)C2C3OC4C(=CC=CC=4P(C4C=CC=CC=4)C4C=CC=CC=4)C(C)(C)C=3C=CC=2)C=CC=CC=1, predict the reaction product. The product is: [Si:1]([O:8][C@@H:9]1[C@H:13]([CH3:14])[N:12]([C:19]2[CH:26]=[CH:25][C:22]([C:23]#[N:24])=[C:21]([C:27]([F:28])([F:30])[F:29])[CH:20]=2)[C:11](=[O:15])[C:10]1([CH3:16])[CH3:17])([C:4]([CH3:7])([CH3:6])[CH3:5])([CH3:3])[CH3:2]. (5) Given the reactants Cl[C:2]1[CH:3]=[C:4]([C:8]2[N:13]=[CH:12][C:11]([CH2:14][O:15][CH3:16])=[CH:10][N:9]=2)[CH:5]=[CH:6][CH:7]=1.C(OC1C=NC(C2C=CC=C([B:32]3[O:36][C:35]([CH3:38])([CH3:37])[C:34]([CH3:40])([CH3:39])[O:33]3)C=2)=NC=1)C, predict the reaction product. The product is: [CH3:16][O:15][CH2:14][C:11]1[CH:10]=[N:9][C:8]([C:4]2[CH:5]=[CH:6][CH:7]=[C:2]([B:32]3[O:36][C:35]([CH3:38])([CH3:37])[C:34]([CH3:40])([CH3:39])[O:33]3)[CH:3]=2)=[N:13][CH:12]=1. (6) Given the reactants [Mg].II.Br[CH2:5][C:6]1[CH:11]=[C:10]([Cl:12])[CH:9]=[CH:8][C:7]=1[F:13].[O:14]=[C:15]1[CH2:20][CH2:19][CH:18]([NH:21][C:22](=[O:28])[O:23][C:24]([CH3:27])([CH3:26])[CH3:25])[CH2:17][CH2:16]1.[NH4+].[Cl-], predict the reaction product. The product is: [C:24]([O:23][C:22](=[O:28])[NH:21][CH:18]1[CH2:17][CH2:16][C:15]([CH2:5][C:6]2[CH:11]=[C:10]([Cl:12])[CH:9]=[CH:8][C:7]=2[F:13])([OH:14])[CH2:20][CH2:19]1)([CH3:27])([CH3:25])[CH3:26]. (7) The product is: [NH2:1][C:2]1[CH:11]=[CH:10][C:5]([C:6]([NH:42][C:41]2[CH:43]=[CH:44][C:45]([O:46][CH3:47])=[C:39]([O:38][CH3:37])[CH:40]=2)=[O:8])=[CH:4][C:3]=1[I:12]. Given the reactants [NH2:1][C:2]1[CH:11]=[CH:10][C:5]([C:6]([O:8]C)=O)=[CH:4][C:3]=1[I:12].[OH-].[Li+].O=C1N(P(Cl)(N2CCOC2=O)=O)CCO1.C(N(CC)CC)C.[CH3:37][O:38][C:39]1[CH:40]=[C:41]([CH:43]=[CH:44][C:45]=1[O:46][CH3:47])[NH2:42], predict the reaction product. (8) Given the reactants [CH3:1][S:2]([CH2:5][CH2:6][CH2:7][NH:8]C(=O)OC(C)(C)C)(=[O:4])=[O:3].[ClH:16], predict the reaction product. The product is: [ClH:16].[CH3:1][S:2]([CH2:5][CH2:6][CH2:7][NH2:8])(=[O:4])=[O:3].